This data is from Forward reaction prediction with 1.9M reactions from USPTO patents (1976-2016). The task is: Predict the product of the given reaction. Given the reactants [OH:1][C:2]1[C:3]([C:17](=O)[CH3:18])=[CH:4][S:5][C:6]=1[C:7]1[CH:16]=[CH:15][C:14]2[CH2:13][CH2:12][CH2:11][CH2:10][C:9]=2[CH:8]=1.[NH:20]1[C:24]([C:25]2[CH:34]=[CH:33][C:28]([C:29]([NH:31][NH2:32])=[O:30])=[CH:27][CH:26]=2)=[N:23][N:22]=[N:21]1.Cl.O, predict the reaction product. The product is: [OH:1][C:2]1[C:3]([C:17](=[N:32][NH:31][C:29](=[O:30])[C:28]2[CH:33]=[CH:34][C:25]([C:24]3[NH:23][N:22]=[N:21][N:20]=3)=[CH:26][CH:27]=2)[CH3:18])=[CH:4][S:5][C:6]=1[C:7]1[CH:16]=[CH:15][C:14]2[CH2:13][CH2:12][CH2:11][CH2:10][C:9]=2[CH:8]=1.